This data is from Forward reaction prediction with 1.9M reactions from USPTO patents (1976-2016). The task is: Predict the product of the given reaction. (1) Given the reactants [H-].[Al+3].[Li+].[H-].[H-].[H-].[Si:7]([O:24][CH:25]1[CH2:30][CH2:29][CH:28]([C:31](OCC)=[O:32])[CH2:27][CH2:26]1)([C:20]([CH3:23])([CH3:22])[CH3:21])([C:14]1[CH:19]=[CH:18][CH:17]=[CH:16][CH:15]=1)[C:8]1[CH:13]=[CH:12][CH:11]=[CH:10][CH:9]=1.O.[OH-].[Na+], predict the reaction product. The product is: [Si:7]([O:24][CH:25]1[CH2:26][CH2:27][CH:28]([CH2:31][OH:32])[CH2:29][CH2:30]1)([C:20]([CH3:23])([CH3:22])[CH3:21])([C:14]1[CH:19]=[CH:18][CH:17]=[CH:16][CH:15]=1)[C:8]1[CH:9]=[CH:10][CH:11]=[CH:12][CH:13]=1. (2) Given the reactants C[Al](C)C.[CH3:5][O:6][C:7]1[CH:8]=[C:9]([CH2:15][CH2:16][C:17]2[CH:18]=[C:19]([NH2:22])[NH:20][N:21]=2)[CH:10]=[C:11]([O:13][CH3:14])[CH:12]=1.[CH3:23][O:24][CH2:25][CH:26]1[NH:31][CH2:30][CH2:29][N:28]([C:32]2[N:37]=[CH:36][C:35]([C:38](OC)=[O:39])=[CH:34][N:33]=2)[CH2:27]1.Cl, predict the reaction product. The product is: [CH3:14][O:13][C:11]1[CH:10]=[C:9]([CH2:15][CH2:16][C:17]2[CH:18]=[C:19]([NH:22][C:38]([C:35]3[CH:34]=[N:33][C:32]([N:28]4[CH2:29][CH2:30][NH:31][CH:26]([CH2:25][O:24][CH3:23])[CH2:27]4)=[N:37][CH:36]=3)=[O:39])[NH:20][N:21]=2)[CH:8]=[C:7]([O:6][CH3:5])[CH:12]=1. (3) The product is: [C:15]([C:2]1[CH:11]=[CH:10][C:9]([S:12][CH3:13])=[CH:8][C:3]=1[C:4]([O:6][CH3:7])=[O:5])#[N:16]. Given the reactants Cl[C:2]1[CH:11]=[CH:10][C:9]([S:12][CH3:13])=[CH:8][C:3]=1[C:4]([O:6][CH3:7])=[O:5].[Cu][C:15]#[N:16].O.C(OCC)(=O)C, predict the reaction product. (4) Given the reactants [CH3:1][O:2][C:3]([C:5]1[C:13]([Cl:14])=[C:12]2[C:8]([C:9]([CH:33]3[CH2:38][CH2:37][CH2:36][CH2:35][CH2:34]3)=[C:10]([C:25]3[CH:30]=[CH:29][C:28]([O:31][CH3:32])=[CH:27][CH:26]=3)[N:11]2[CH2:15][CH2:16][O:17][Si](C(C)(C)C)(C)C)=[CH:7][CH:6]=1)=[O:4].[F-].C([N+](CCCC)(CCCC)CCCC)CCC, predict the reaction product. The product is: [CH3:1][O:2][C:3]([C:5]1[C:13]([Cl:14])=[C:12]2[C:8]([C:9]([CH:33]3[CH2:38][CH2:37][CH2:36][CH2:35][CH2:34]3)=[C:10]([C:25]3[CH:26]=[CH:27][C:28]([O:31][CH3:32])=[CH:29][CH:30]=3)[N:11]2[CH2:15][CH2:16][OH:17])=[CH:7][CH:6]=1)=[O:4]. (5) The product is: [Cl:1][C:2]1[CH:3]=[C:4]2[C:8](=[CH:9][CH:10]=1)[NH:7][CH:6]=[C:5]2[CH2:11][CH2:12][NH:13][C:14](=[O:23])[C:15]1[CH:20]=[CH:19][C:18]([CH2:21][C:26]2[CH:27]=[CH:28][CH:29]=[C:30]([O:31][CH3:32])[C:25]=2[F:24])=[CH:17][CH:16]=1. Given the reactants [Cl:1][C:2]1[CH:3]=[C:4]2[C:8](=[CH:9][CH:10]=1)[NH:7][CH:6]=[C:5]2[CH2:11][CH2:12][NH:13][C:14](=[O:23])[C:15]1[CH:20]=[CH:19][C:18]([CH2:21]Cl)=[CH:17][CH:16]=1.[F:24][C:25]1[C:30]([O:31][CH3:32])=[CH:29][CH:28]=[CH:27][C:26]=1B(O)O.ClCCl.C(=O)([O-])[O-].[Na+].[Na+].[I-].[Na+], predict the reaction product.